This data is from Full USPTO retrosynthesis dataset with 1.9M reactions from patents (1976-2016). The task is: Predict the reactants needed to synthesize the given product. (1) Given the product [F:15][C:16]1[CH:21]=[CH:20][C:19]([CH2:22][C:23]([N:5]2[C@@H:4]([CH:1]([CH3:3])[CH3:2])[CH2:8][O:7][C:6]2=[O:9])=[O:24])=[CH:18][CH:17]=1, predict the reactants needed to synthesize it. The reactants are: [CH:1]([C@H:4]1[CH2:8][O:7][C:6](=[O:9])[NH:5]1)([CH3:3])[CH3:2].[Li]CCCC.[F:15][C:16]1[CH:21]=[CH:20][C:19]([CH2:22][C:23](Cl)=[O:24])=[CH:18][CH:17]=1. (2) Given the product [F:34][C:30]1[CH:29]=[C:28]([CH:33]=[CH:32][CH:31]=1)[CH2:27][O:26][C:25]1[CH:24]=[CH:23][C:4]([NH:5][C:6]2[C:15]3[C:10](=[CH:11][CH:12]=[C:13]([C:16]4([CH2:44][NH:43][CH2:42][CH2:41][S:38]([CH2:35][CH2:36][CH3:37])(=[O:40])=[O:39])[CH2:17][CH:18]=[CH:19][O:20]4)[CH:14]=3)[N:9]=[CH:8][N:7]=2)=[CH:3][C:2]=1[Cl:1], predict the reactants needed to synthesize it. The reactants are: [Cl:1][C:2]1[CH:3]=[C:4]([CH:23]=[CH:24][C:25]=1[O:26][CH2:27][C:28]1[CH:33]=[CH:32][CH:31]=[C:30]([F:34])[CH:29]=1)[NH:5][C:6]1[C:15]2[C:10](=[CH:11][CH:12]=[C:13]([C:16]3[O:20][C:19](C=O)=[CH:18][CH:17]=3)[CH:14]=2)[N:9]=[CH:8][N:7]=1.[CH2:35]([S:38]([CH2:41][CH2:42][NH2:43])(=[O:40])=[O:39])[CH2:36][CH3:37].[CH2:44](COC)OC. (3) Given the product [Br:3][C:4]1[C:5]([O:19][CH2:18][CH:15]2[CH2:17][CH2:16]2)=[CH:6][C:7]([CH3:11])=[N+:8]([O-:10])[CH:9]=1, predict the reactants needed to synthesize it. The reactants are: [OH-].[Na+].[Br:3][C:4]1[C:5]([N+]([O-])=O)=[CH:6][C:7]([CH3:11])=[N+:8]([O-:10])[CH:9]=1.[CH:15]1([CH2:18][OH:19])[CH2:17][CH2:16]1. (4) The reactants are: [O:1]1[CH2:6][CH2:5][N:4](NC(N)=O)[CH2:3][CH2:2]1.[CH:11]1[CH:16]=[C:15]([C:17]2[C:27]3[CH:28]=[CH:29][C:30]([NH2:32])=[CH:31][C:26]=3[O:25][C:24]3[C:18]=2[CH:19]=[CH:20][C:21]([CH:23]=3)=[NH2+:22])[C:14]([C:33]([OH:35])=[O:34])=[CH:13][CH:12]=1.[Cl-].FC(F)(F)[C:39]([OH:41])=O.N(OCCC(C)C)=O.[N-:52]=[N+:53]=[N-].[Na+].C([O-])(O)=O.[Na+]. Given the product [CH2:5]1[N:4]([C:39]([NH:22][C:21]2[CH:20]=[CH:19][C:18]3[C:17]4([O:35][C:33](=[O:34])[C:14]5[C:15]4=[CH:16][CH:11]=[CH:12][CH:13]=5)[C:27]4[CH:28]=[CH:29][C:30]([N:32]=[N+:52]=[N-:53])=[CH:31][C:26]=4[O:25][C:24]=3[CH:23]=2)=[O:41])[CH2:3][CH2:2][O:1][CH2:6]1, predict the reactants needed to synthesize it. (5) Given the product [NH2:15][C:7]1[CH:8]=[C:9]([CH:13]=[CH:14][C:6]=1[NH:5][CH2:4][CH2:3][O:2][CH3:1])[C:10]([OH:12])=[O:11], predict the reactants needed to synthesize it. The reactants are: [CH3:1][O:2][CH2:3][CH2:4][NH:5][C:6]1[CH:14]=[CH:13][C:9]([C:10]([OH:12])=[O:11])=[CH:8][C:7]=1[N+:15]([O-])=O.[H][H]. (6) Given the product [CH2:1]([C:5]1[N:9]=[C:8]([CH2:10][CH2:11][CH2:12][CH3:13])[N:7]([CH2:14][C:15]2[CH:16]=[CH:17][C:18]([C:21]3[C:22]([C:27]([OH:29])=[O:28])=[CH:23][CH:24]=[CH:25][CH:26]=3)=[CH:19][CH:20]=2)[N:6]=1)[CH2:2][CH2:3][CH3:4], predict the reactants needed to synthesize it. The reactants are: [CH2:1]([C:5]1[N:9]=[C:8]([CH2:10][CH2:11][CH2:12][CH3:13])[N:7]([CH2:14][C:15]2[CH:20]=[CH:19][C:18]([C:21]3[C:22]([C:27]([O:29]C)=[O:28])=[CH:23][CH:24]=[CH:25][CH:26]=3)=[CH:17][CH:16]=2)[N:6]=1)[CH2:2][CH2:3][CH3:4].[OH-].[Na+].